Dataset: Full USPTO retrosynthesis dataset with 1.9M reactions from patents (1976-2016). Task: Predict the reactants needed to synthesize the given product. (1) Given the product [F:13][C:5]1[C:6]([O:12][CH2:22][CH2:21][C:17]2[CH:16]=[C:15]([CH3:24])[CH:20]=[CH:19][CH:18]=2)=[C:7]([O:10][CH3:11])[CH:8]=[CH:9][C:4]=1[C:3]([NH:37][C:30]1([C:28]([OH:29])=[O:27])[CH2:36][CH2:35][CH2:34][CH2:33][CH2:32][CH2:31]1)=[O:14], predict the reactants needed to synthesize it. The reactants are: CO[C:3](=[O:14])[C:4]1[CH:9]=[CH:8][C:7]([O:10][CH3:11])=[C:6]([OH:12])[C:5]=1[F:13].[C:15]1([CH3:24])[CH:20]=[CH:19][CH:18]=[C:17]([CH2:21][CH2:22]O)[CH:16]=1.Cl.C[O:27][C:28]([C:30]1([NH2:37])[CH2:36][CH2:35][CH2:34][CH2:33][CH2:32][CH2:31]1)=[O:29]. (2) Given the product [F:16][C:17]1[CH:18]=[CH:19][C:20]([N:23]2[CH2:28][CH2:27][N:26]([C:2]3[C:3]([CH3:15])=[C:4]([O:13][CH3:14])[C:5]4[O:9][CH:8]([CH3:10])[CH2:7][C:6]=4[C:11]=3[CH3:12])[CH2:25][CH2:24]2)=[CH:21][CH:22]=1, predict the reactants needed to synthesize it. The reactants are: Br[C:2]1[C:3]([CH3:15])=[C:4]([O:13][CH3:14])[C:5]2[O:9][CH:8]([CH3:10])[CH2:7][C:6]=2[C:11]=1[CH3:12].[F:16][C:17]1[CH:22]=[CH:21][C:20]([N:23]2[CH2:28][CH2:27][NH:26][CH2:25][CH2:24]2)=[CH:19][CH:18]=1. (3) Given the product [Si:1]([O:18][C@@H:19]1[CH2:20][C@H:21]([CH2:44][OH:45])[C@:22]([C@@H:26]2[C@@H:34]([CH2:35][OH:36])[C@H:33]3[C@@:29]([CH3:43])([C:30]([C:37]4[CH:38]=[CH:39][CH:40]=[CH:41][CH:42]=4)=[CH:31][CH2:32]3)[CH2:28][CH2:27]2)([CH3:25])[CH2:23][CH2:24]1)([C:14]([CH3:17])([CH3:16])[CH3:15])([C:8]1[CH:9]=[CH:10][CH:11]=[CH:12][CH:13]=1)[C:2]1[CH:3]=[CH:4][CH:5]=[CH:6][CH:7]=1, predict the reactants needed to synthesize it. The reactants are: [Si:1]([O:18][C@H:19]1[CH2:24][CH2:23][C@@:22]([C@@H:26]2[C@@H:34]([CH:35]=[O:36])[C@H:33]3[C@@:29]([CH3:43])([C:30]([C:37]4[CH:42]=[CH:41][CH:40]=[CH:39][CH:38]=4)=[CH:31][CH2:32]3)[CH2:28][CH2:27]2)([CH3:25])[C@@H:21]([CH:44]=[O:45])[CH2:20]1)([C:14]([CH3:17])([CH3:16])[CH3:15])([C:8]1[CH:13]=[CH:12][CH:11]=[CH:10][CH:9]=1)[C:2]1[CH:7]=[CH:6][CH:5]=[CH:4][CH:3]=1.C1COCC1.CO.[BH4-].[Na+]. (4) The reactants are: [F:1][C:2]1[C:8]([F:9])=[CH:7][CH:6]=[CH:5][C:3]=1[NH2:4].C(=O)([O-])[O-].[K+].[K+].[Br:16][CH2:17][C:18](Br)=[O:19].O. Given the product [Br:16][CH2:17][C:18]([NH:4][C:3]1[CH:5]=[CH:6][CH:7]=[C:8]([F:9])[C:2]=1[F:1])=[O:19], predict the reactants needed to synthesize it. (5) Given the product [NH2:2][C:1]1[NH:19][N:18]=[CH:10][C:3]=1[CH2:4][CH2:5][CH2:6][CH2:7][C:8]#[N:9], predict the reactants needed to synthesize it. The reactants are: [C:1]([CH2:3][CH2:4][CH2:5][CH2:6][CH2:7][C:8]#[N:9])#[N:2].[CH:10](OCC)=O.[H-].[Na+].Cl.[NH2:18][NH2:19].Cl.C([O-])(O)=O.[Na+]. (6) Given the product [Br:13][C:14]1[CH:15]=[CH:16][C:17]([CH2:21][CH3:22])=[C:18]([CH:25]2[C:26](=[O:31])[CH:27]3[CH2:30][CH:23]([CH2:29][CH2:28]3)[C:24]2=[O:32])[CH:19]=1, predict the reactants needed to synthesize it. The reactants are: C([O-])(=O)C.C([O-])(=O)C.C([O-])(=O)C.[Br:13][C:14]1[CH:15]=[CH:16][C:17]([CH2:21][CH3:22])=[C:18]([Pb+3])[CH:19]=1.[CH:23]12[CH2:30][CH:27]([CH2:28][CH2:29]1)[C:26](=[O:31])[CH2:25][C:24]2=[O:32].C1(C)C=CC=CC=1.